Task: Predict the reaction yield, written as a fraction of the theoretical maximum amount of product (1.0 means a 100% yield; for example, 0.34 means a 34% yield).. Dataset: Reaction yield outcomes from USPTO patents with 853,638 reactions (1) The yield is 0.710. The reactants are C[O:2][C:3]1[CH:8]=[CH:7][C:6]([C:9]2[CH:18]=[C:17]3[C:12]([CH:13]=[CH:14][CH:15]=[N:16]3)=[CH:11][N:10]=2)=[CH:5][CH:4]=1.C1(S)C=CC=CC=1.C(=O)([O-])[O-].[K+].[K+]. The product is [N:16]1[C:17]2[C:12](=[CH:11][N:10]=[C:9]([C:6]3[CH:7]=[CH:8][C:3]([OH:2])=[CH:4][CH:5]=3)[CH:18]=2)[CH:13]=[CH:14][CH:15]=1. The catalyst is CN1CCCC1=O. (2) The reactants are Cl[C:2]1[N:7]=[C:6]([C:8]2[C:16]3[C:11](=[CH:12][CH:13]=[CH:14][CH:15]=3)[N:10]([S:17]([C:20]3[CH:25]=[CH:24][CH:23]=[CH:22][CH:21]=3)(=[O:19])=[O:18])[CH:9]=2)[C:5]([Cl:26])=[CH:4][N:3]=1.[F:27][C:28]1([F:36])[CH2:33][CH:32]([NH2:34])[CH2:31][CH:30]([NH2:35])[CH2:29]1.CCN(C(C)C)C(C)C. The catalyst is CN1C(=O)CCC1.CCOC(C)=O. The product is [Cl:26][C:5]1[C:6]([C:8]2[C:16]3[C:11](=[CH:12][CH:13]=[CH:14][CH:15]=3)[N:10]([S:17]([C:20]3[CH:25]=[CH:24][CH:23]=[CH:22][CH:21]=3)(=[O:18])=[O:19])[CH:9]=2)=[N:7][C:2]([NH:34][CH:32]2[CH2:33][C:28]([F:36])([F:27])[CH2:29][CH:30]([NH2:35])[CH2:31]2)=[N:3][CH:4]=1. The yield is 0.270. (3) The reactants are [CH2:1]([O:8][CH2:9][C:10]1[NH:18][C:17]2[C:16](=[O:19])[N:15]([CH2:20][CH2:21][CH2:22][CH2:23][C@H:24]([OH:26])[CH3:25])[C:14](=[O:27])[N:13]([CH3:28])[C:12]=2[N:11]=1)[C:2]1[CH:7]=[CH:6][CH:5]=[CH:4][CH:3]=1.C(N(CC)CC)C.[C:36](OC(=O)C)(=[O:38])[CH3:37]. The catalyst is CN(C)C1C=CN=CC=1.C(Cl)(Cl)Cl. The product is [C:36]([O:26][C@H:24]([CH3:25])[CH2:23][CH2:22][CH2:21][CH2:20][N:15]1[C:16](=[O:19])[C:17]2[NH:18][C:10]([CH2:9][O:8][CH2:1][C:2]3[CH:7]=[CH:6][CH:5]=[CH:4][CH:3]=3)=[N:11][C:12]=2[N:13]([CH3:28])[C:14]1=[O:27])(=[O:38])[CH3:37]. The yield is 0.880. (4) The reactants are C([Li])CCC.Br[C:7]1[CH:8]=[C:9]([NH:16][C:17](=[O:23])[O:18][C:19]([CH3:22])([CH3:21])[CH3:20])[C:10]2[O:14][CH2:13][O:12][C:11]=2[CH:15]=1.CN([CH:27]=[O:28])C.C(=O)(O)[O-].[Na+]. The catalyst is C1COCC1. The product is [CH:27]([C:7]1[CH:8]=[C:9]([NH:16][C:17](=[O:23])[O:18][C:19]([CH3:22])([CH3:21])[CH3:20])[C:10]2[O:14][CH2:13][O:12][C:11]=2[CH:15]=1)=[O:28]. The yield is 0.760. (5) The reactants are [C:1]12([NH:6][C:7]([C:9]3[CH:10]=[C:11]([C:16]4[CH:17]=[C:18]5[C:25]([C:26]([NH:28][CH3:29])=[O:27])=[C:24]([C:30]6[CH:35]=[CH:34][C:33]([F:36])=[CH:32][CH:31]=6)[O:23][C:19]5=[N:20][C:21]=4Cl)[CH:12]=[CH:13][C:14]=3[F:15])=[O:8])[CH2:5][CH:3]([CH2:4]1)[CH2:2]2.[C:37](OC(C)=C)(=[O:39])C.C[O-].C([Sn+](CCCC)CCCC)CCC.C1(P(C2CCCCC2)C2C=CC=CC=2C2C(OC)=CC=CC=2OC)CCCCC1. The catalyst is C1(C)C=CC=CC=1.C1C=CC(/C=C/C(/C=C/C2C=CC=CC=2)=O)=CC=1.C1C=CC(/C=C/C(/C=C/C2C=CC=CC=2)=O)=CC=1.C1C=CC(/C=C/C(/C=C/C2C=CC=CC=2)=O)=CC=1.[Pd].[Pd]. The product is [C:1]12([NH:6][C:7]([C:9]3[CH:10]=[C:11]([C:16]4[CH:17]=[C:18]5[C:25]([C:26]([NH:28][CH3:29])=[O:27])=[C:24]([C:30]6[CH:35]=[CH:34][C:33]([F:36])=[CH:32][CH:31]=6)[O:23][C:19]5=[N:20][C:21]=4[O:39][CH3:37])[CH:12]=[CH:13][C:14]=3[F:15])=[O:8])[CH2:5][CH:3]([CH2:4]1)[CH2:2]2. The yield is 0.200.